This data is from Full USPTO retrosynthesis dataset with 1.9M reactions from patents (1976-2016). The task is: Predict the reactants needed to synthesize the given product. (1) The reactants are: [C:1]12([CH2:8][O:9][C:10]3[CH:11]=[C:12]([C:16]4[C:24]5[C:23]([NH2:25])=[N:22][CH:21]=[N:20][C:19]=5[N:18]([C@@H:26]5[CH2:30][CH2:29][NH:28][CH2:27]5)[CH:17]=4)[CH:13]=[CH:14][CH:15]=3)[O:7][CH:4]([CH2:5][CH2:6]1)[CH2:3][CH2:2]2.Br[CH:32]1[CH2:35][S:34](=[O:37])(=[O:36])[CH2:33]1. Given the product [O:36]=[S:34]1(=[O:37])[CH2:35][CH:32]([N:28]2[CH2:29][CH2:30][C@@H:26]([N:18]3[C:19]4[N:20]=[CH:21][N:22]=[C:23]([NH2:25])[C:24]=4[C:16]([C:12]4[CH:13]=[CH:14][CH:15]=[C:10]([O:9][CH2:8][C:1]56[O:7][CH:4]([CH2:5][CH2:6]5)[CH2:3][CH2:2]6)[CH:11]=4)=[CH:17]3)[CH2:27]2)[CH2:33]1, predict the reactants needed to synthesize it. (2) Given the product [C:1]([O:8][CH2:9][CH:10]1[CH2:12][CH2:11]1)(=[O:7])[CH2:2]/[CH:3]=[CH:4]/[CH2:5][CH3:6], predict the reactants needed to synthesize it. The reactants are: [C:1]([O:8][CH3:9])(=[O:7])[CH2:2]/[CH:3]=[CH:4]/[CH2:5][CH3:6].[CH:10]1(CO)[CH2:12][CH2:11]1.